From a dataset of Catalyst prediction with 721,799 reactions and 888 catalyst types from USPTO. Predict which catalyst facilitates the given reaction. (1) Reactant: [Cl:1][C:2]1[CH:7]=[CH:6][C:5]([N:8]2[CH2:13][CH2:12][N:11](C(OC(C)(C)C)=O)[CH2:10][CH2:9]2)=[CH:4][C:3]=1[O:21][CH3:22].[ClH:23]. Product: [ClH:1].[ClH:23].[Cl:1][C:2]1[CH:7]=[CH:6][C:5]([N:8]2[CH2:9][CH2:10][NH:11][CH2:12][CH2:13]2)=[CH:4][C:3]=1[O:21][CH3:22]. The catalyst class is: 5. (2) Reactant: [F:1][C:2]1[CH:7]=[CH:6][C:5]([N:8]2[C:16]3[C:11](=[C:12]([O:17]C)[CH:13]=[CH:14][CH:15]=3)[CH:10]=[N:9]2)=[CH:4][CH:3]=1.B(Br)(Br)Br. Product: [F:1][C:2]1[CH:3]=[CH:4][C:5]([N:8]2[C:16]3[CH:15]=[CH:14][CH:13]=[C:12]([OH:17])[C:11]=3[CH:10]=[N:9]2)=[CH:6][CH:7]=1. The catalyst class is: 4. (3) Reactant: [Br:1][C:2]1[S:3][C:4]([CH:7]=O)=[CH:5][N:6]=1.C(O[BH-](OC(=O)C)OC(=O)C)(=O)C.[Na+].[CH3:23][CH:24]([CH3:27])[CH2:25][NH2:26].C(O)(=O)C.[OH-].[Na+]. Product: [Br:1][C:2]1[S:3][C:4]([CH2:7][NH:26][CH2:25][CH:24]([CH3:27])[CH3:23])=[CH:5][N:6]=1. The catalyst class is: 68. (4) The catalyst class is: 2. Product: [CH2:1]([C:3]([C:19]1[CH:20]=[CH:21][C:22](/[CH:25]=[CH:26]/[C:27]([OH:29])=[O:28])=[CH:23][CH:24]=1)=[C:4]([C:5]1[CH:10]=[CH:9][C:8]([OH:11])=[CH:7][CH:6]=1)[C:12]1[CH:13]=[CH:14][C:15]([OH:18])=[CH:16][CH:17]=1)[CH3:2]. Reactant: [CH2:1]([C:3]([C:19]1[CH:24]=[CH:23][C:22](/[CH:25]=[CH:26]/[C:27]([O:29]C(C)(C)C)=[O:28])=[CH:21][CH:20]=1)=[C:4]([C:12]1[CH:17]=[CH:16][C:15]([OH:18])=[CH:14][CH:13]=1)[C:5]1[CH:10]=[CH:9][C:8]([OH:11])=[CH:7][CH:6]=1)[CH3:2].C(C(O)=O)(F)(F)F. (5) Reactant: C[O:2][C:3]([C:5]1[CH:6]=[C:7]([C:29]2[CH:34]=[CH:33][C:32]([O:35][CH3:36])=[CH:31][C:30]=2[C:37]([F:40])([F:39])[F:38])[CH:8]=[CH:9][C:10]=1[CH2:11][N:12]1[CH:17]=[C:16]2[N:18]=[C:19]([C:21]3[CH:26]=[CH:25][CH:24]=[C:23]([F:27])[C:22]=3[F:28])[N:20]=[C:15]2[CH:14]=[N:13]1)=[O:4].[OH-].[K+]. Product: [F:28][C:22]1[C:23]([F:27])=[CH:24][CH:25]=[CH:26][C:21]=1[C:19]1[N:20]=[C:15]2[CH:14]=[N:13][N:12]([CH2:11][C:10]3[CH:9]=[CH:8][C:7]([C:29]4[CH:34]=[CH:33][C:32]([O:35][CH3:36])=[CH:31][C:30]=4[C:37]([F:38])([F:39])[F:40])=[CH:6][C:5]=3[C:3]([OH:4])=[O:2])[CH:17]=[C:16]2[N:18]=1. The catalyst class is: 14. (6) Reactant: [Br:1][C:2]1[C:3]([F:12])=[C:4]([C:8]([F:11])=[CH:9][CH:10]=1)[C:5]([OH:7])=O.C(Cl)(=O)C(Cl)=O.[CH2:19]([NH:26][CH2:27][CH2:28][OH:29])[C:20]1[CH:25]=[CH:24][CH:23]=[CH:22][CH:21]=1.C(N(CC)CC)C. Product: [CH2:19]([N:26]([CH2:27][CH2:28][OH:29])[C:5](=[O:7])[C:4]1[C:8]([F:11])=[CH:9][CH:10]=[C:2]([Br:1])[C:3]=1[F:12])[C:20]1[CH:25]=[CH:24][CH:23]=[CH:22][CH:21]=1. The catalyst class is: 213. (7) The catalyst class is: 6. Product: [N-:12]([S:13]([C:16]([F:19])([F:17])[F:18])(=[O:15])=[O:14])[S:20]([C:23]([F:26])([F:25])[F:24])(=[O:22])=[O:21].[CH2:2]([O:5][CH2:6][CH2:7][N+:8]([CH3:11])([CH3:10])[CH3:9])[CH:3]=[CH2:4]. Reactant: [Cl-].[CH2:2]([O:5][CH2:6][CH2:7][N+:8]([CH3:11])([CH3:10])[CH3:9])[CH:3]=[CH2:4].[N-:12]([S:20]([C:23]([F:26])([F:25])[F:24])(=[O:22])=[O:21])[S:13]([C:16]([F:19])([F:18])[F:17])(=[O:15])=[O:14].[Li+].